Predict the reaction yield, written as a fraction of the theoretical maximum amount of product (1.0 means a 100% yield; for example, 0.34 means a 34% yield). From a dataset of Reaction yield outcomes from USPTO patents with 853,638 reactions. The reactants are [H-].[Na+].[CH3:3][S:4][C:5]1[N:10]=[C:9]([C:11]2[CH:16]=[CH:15][C:14]([F:17])=[CH:13][C:12]=2[CH3:18])[C:8]([CH:19]=O)=[C:7]([NH:21][CH:22]2[CH2:27][CH2:26][CH2:25][CH2:24][CH2:23]2)[N:6]=1.C1C[O:31][CH2:30][CH2:29]1. The catalyst is C(OCC)C. The product is [CH:22]1([N:21]2[C:7]3[N:6]=[C:5]([S:4][CH3:3])[N:10]=[C:9]([C:11]4[CH:16]=[CH:15][C:14]([F:17])=[CH:13][C:12]=4[CH3:18])[C:8]=3[CH:19]=[CH:29][C:30]2=[O:31])[CH2:27][CH2:26][CH2:25][CH2:24][CH2:23]1. The yield is 0.190.